This data is from Full USPTO retrosynthesis dataset with 1.9M reactions from patents (1976-2016). The task is: Predict the reactants needed to synthesize the given product. Given the product [Br:1][C:2]1[CH:3]=[CH:4][C:5]([CH2:8][O:9][CH2:10][CH2:11][O:12][Si:17]([C:14]([CH3:16])([CH3:15])[CH3:13])([CH3:19])[CH3:18])=[N:6][CH:7]=1, predict the reactants needed to synthesize it. The reactants are: [Br:1][C:2]1[CH:3]=[CH:4][C:5]([CH2:8][O:9][CH2:10][CH2:11][OH:12])=[N:6][CH:7]=1.[CH3:13][C:14]([Si:17](Cl)([CH3:19])[CH3:18])([CH3:16])[CH3:15].N1C=CN=C1.